From a dataset of Full USPTO retrosynthesis dataset with 1.9M reactions from patents (1976-2016). Predict the reactants needed to synthesize the given product. (1) Given the product [F:32][C:28]1[CH:27]=[C:26]([C:10]2[N:9]([CH2:14][O:15][CH2:16][CH2:17][Si:18]([CH3:21])([CH3:20])[CH3:19])[CH:8]=[C:7]3[C:6]=2[C:5](=[O:22])[N:4]([CH3:23])[C:3](=[O:24])[N:2]3[CH3:1])[CH:31]=[CH:30][CH:29]=1, predict the reactants needed to synthesize it. The reactants are: [CH3:1][N:2]1[C:7]2=[CH:8][N:9]([CH2:14][O:15][CH2:16][CH2:17][Si:18]([CH3:21])([CH3:20])[CH3:19])[C:10](B(O)O)=[C:6]2[C:5](=[O:22])[N:4]([CH3:23])[C:3]1=[O:24].Br[C:26]1[CH:31]=[CH:30][CH:29]=[C:28]([F:32])[CH:27]=1.[OH-].[Ba+2].[OH-].O. (2) Given the product [CH2:1]([O:3][C:4]([C:6]1[CH:7]=[N:8][C:9]2[C:14]([C:15]=1[NH:24][CH2:20][CH2:21][CH2:22][CH3:23])=[CH:13][C:12]([Cl:17])=[CH:11][C:10]=2[O:18][CH3:19])=[O:5])[CH3:2], predict the reactants needed to synthesize it. The reactants are: [CH2:1]([O:3][C:4]([C:6]1[CH:7]=[N:8][C:9]2[C:14]([C:15]=1Cl)=[CH:13][C:12]([Cl:17])=[CH:11][C:10]=2[O:18][CH3:19])=[O:5])[CH3:2].[CH2:20]([NH2:24])[CH2:21][CH2:22][CH3:23]. (3) Given the product [F:27][CH:25]([F:26])[O:24][C:10]1[C:8]2[O:9][C:5]3[CH:4]=[CH:3][C:2]([NH:1][S:36]([CH3:35])(=[O:38])=[O:37])=[CH:28][C:6]=3[C:7]=2[C:13]([C:14]2[O:15][CH:16]=[C:17]([C:19]([O:21][CH2:22][CH3:23])=[O:20])[N:18]=2)=[CH:12][CH:11]=1, predict the reactants needed to synthesize it. The reactants are: [NH2:1][C:2]1[CH:3]=[CH:4][C:5]2[O:9][C:8]3[C:10]([O:24][CH:25]([F:27])[F:26])=[CH:11][CH:12]=[C:13]([C:14]4[O:15][CH:16]=[C:17]([C:19]([O:21][CH2:22][CH3:23])=[O:20])[N:18]=4)[C:7]=3[C:6]=2[CH:28]=1.N1C=CC=CC=1.[CH3:35][S:36](Cl)(=[O:38])=[O:37].O. (4) Given the product [CH2:1]([C:8]1[CH:16]=[CH:15][CH:14]=[CH:13][C:9]=1[C:10]([NH:17][C@H:18]1[CH2:19][O:20][C@@H:21]2[C@@H:25]([NH:26][C:27]([CH:29]3[CH2:30][CH2:31]3)=[O:28])[CH2:24][O:23][C@H:22]12)=[O:12])[C:2]1[CH:3]=[CH:4][CH:5]=[CH:6][CH:7]=1, predict the reactants needed to synthesize it. The reactants are: [CH2:1]([C:8]1[CH:16]=[CH:15][CH:14]=[CH:13][C:9]=1[C:10]([OH:12])=O)[C:2]1[CH:7]=[CH:6][CH:5]=[CH:4][CH:3]=1.[NH2:17][C@@H:18]1[C@H:22]2[O:23][CH2:24][C@H:25]([NH:26][C:27]([CH:29]3[CH2:31][CH2:30]3)=[O:28])[C@H:21]2[O:20][CH2:19]1. (5) Given the product [Br:1][C:2]1[CH:10]=[C:9]2[C:5]([CH2:6][CH2:7][N:8]2[C:13](=[O:14])[C:12]([F:23])([F:22])[F:11])=[CH:4][CH:3]=1, predict the reactants needed to synthesize it. The reactants are: [Br:1][C:2]1[CH:10]=[C:9]2[C:5]([CH2:6][CH2:7][NH:8]2)=[CH:4][CH:3]=1.[F:11][C:12]([F:23])([F:22])[C:13](O[C:13](=[O:14])[C:12]([F:23])([F:22])[F:11])=[O:14].C(N(CC)CC)C. (6) Given the product [N+:17]([C:20]1[CH:21]=[CH:22][C:23]([CH2:24][O:25][C:26](=[O:27])[NH:13][CH2:12][C@@H:8]([NH:7][C:6]([O:5][C:1]([CH3:4])([CH3:3])[CH3:2])=[O:16])[CH:9]([CH3:11])[CH3:10])=[CH:29][CH:30]=1)([O-:19])=[O:18], predict the reactants needed to synthesize it. The reactants are: [C:1]([O:5][C:6](=[O:16])[NH:7][C@H:8]([CH2:12][N:13]=[N+]=[N-])[CH:9]([CH3:11])[CH3:10])([CH3:4])([CH3:3])[CH3:2].[N+:17]([C:20]1[CH:30]=[CH:29][C:23]([CH2:24][O:25][C:26](Cl)=[O:27])=[CH:22][CH:21]=1)([O-:19])=[O:18].C(N(CC)CC)C. (7) Given the product [Cl:78][C:76]1[N:77]=[C:73]([C@@H:64]([N:63]2[C:10](=[O:12])[C@@H:9]([C:13]3[CH:14]=[CH:15][C:16]([O:19][CH:20]([CH2:21][OH:22])[CH2:23][OH:24])=[CH:17][CH:18]=3)[NH:8][C:6]2=[O:7])[C@H:65]([C:67]2[CH:68]=[CH:69][CH:70]=[CH:71][CH:72]=2)[CH3:66])[NH:74][C:75]=1[C:79]1[CH:84]=[CH:83][C:82]([I:85])=[CH:81][C:80]=1[F:86], predict the reactants needed to synthesize it. The reactants are: C(O[C:6]([NH:8][C@H:9]([C:13]1[CH:18]=[CH:17][C:16]([O:19][CH:20]([CH2:23][OH:24])[CH2:21][OH:22])=[CH:15][CH:14]=1)[C:10]([OH:12])=O)=[O:7])(C)(C)C.C1(C[C@H]2NC(=O)N([C@H](C3NC(C4C=CC(I)=CC=4F)=C(C)N=3)[C@H](C3C=CC=CC=3)C)C2=O)CC1.N[C@H](C1C=CC(OC(CO)CO)=CC=1)C([NH:63][C@H:64]([C:73]1[NH:74][C:75]([C:79]2[CH:84]=[CH:83][C:82]([I:85])=[CH:81][C:80]=2[F:86])=[C:76]([Cl:78])[N:77]=1)[C@H:65]([C:67]1[CH:72]=[CH:71][CH:70]=[CH:69][CH:68]=1)[CH3:66])=O. (8) Given the product [Cl:1][C:2]1[CH:3]=[CH:4][C:5]([C:28]([F:31])([F:30])[F:29])=[C:6]([CH:27]=1)[CH2:7][N:8]1[CH2:13][CH2:12][NH:11][C:10]2[N:14]=[CH:15][C:16]([C:18]3[CH:19]=[C:20]([C:21]([N:43]4[CH2:42][CH2:41][N:40]([C:36]5[CH:37]=[CH:38][CH:39]=[C:34]([O:33][CH3:32])[CH:35]=5)[CH2:45][CH2:44]4)=[O:23])[CH:24]=[CH:25][CH:26]=3)=[CH:17][C:9]1=2, predict the reactants needed to synthesize it. The reactants are: [Cl:1][C:2]1[CH:3]=[CH:4][C:5]([C:28]([F:31])([F:30])[F:29])=[C:6]([CH:27]=1)[CH2:7][N:8]1[CH2:13][CH2:12][NH:11][C:10]2[N:14]=[CH:15][C:16]([C:18]3[CH:19]=[C:20]([CH:24]=[CH:25][CH:26]=3)[C:21]([OH:23])=O)=[CH:17][C:9]1=2.[CH3:32][O:33][C:34]1[CH:35]=[C:36]([N:40]2[CH2:45][CH2:44][NH:43][CH2:42][CH2:41]2)[CH:37]=[CH:38][CH:39]=1. (9) The reactants are: [Cl:1][C:2]1[CH:10]=[CH:9][C:8]([N:11]2[CH:15]=[CH:14][CH:13]=[CH:12]2)=[CH:7][C:3]=1[C:4](O)=[O:5].ClC(OC(C)C)=O.CC[N:25](C(C)C)C(C)C.N. Given the product [Cl:1][C:2]1[CH:10]=[CH:9][C:8]([N:11]2[CH:15]=[CH:14][CH:13]=[CH:12]2)=[CH:7][C:3]=1[C:4]([NH2:25])=[O:5], predict the reactants needed to synthesize it. (10) Given the product [C:1]([O:5][C@@H:6]([C:10]1[C:35]([CH3:36])=[CH:34][C:13]2[N:14]=[C:15]([N:17]3[CH2:22][CH2:21][NH:20][CH:19]([C:23]4[CH:24]=[C:25]5[C:29](=[CH:30][CH:31]=4)[N:28]([CH3:32])[N:27]=[CH:26]5)[C:18]3=[O:33])[S:16][C:12]=2[C:11]=1[C:37]1[CH:42]=[CH:41][C:40]([Cl:43])=[CH:39][CH:38]=1)[C:7]([OH:9])=[O:8])([CH3:4])([CH3:2])[CH3:3], predict the reactants needed to synthesize it. The reactants are: [C:1]([O:5][C@@H:6]([C:10]1[C:35]([CH3:36])=[CH:34][C:13]2[N:14]=[C:15]([N:17]3[CH:22]=[CH:21][N:20]=[C:19]([C:23]4[CH:24]=[C:25]5[C:29](=[CH:30][CH:31]=4)[N:28]([CH3:32])[N:27]=[CH:26]5)[C:18]3=[O:33])[S:16][C:12]=2[C:11]=1[C:37]1[CH:42]=[CH:41][C:40]([Cl:43])=[CH:39][CH:38]=1)[C:7]([OH:9])=[O:8])([CH3:4])([CH3:3])[CH3:2].C(O[C@@H](C1C(C)=CC2N=C(N3CCNC(C4C=C5C(=CC=4)N(C)N=C5)C3=O)SC=2C=1C1C=CC(Cl)=CC=1)C(OCC)=O)(C)(C)C.